Task: Predict the product of the given reaction.. Dataset: Forward reaction prediction with 1.9M reactions from USPTO patents (1976-2016) (1) Given the reactants [Cl:1][C:2]1[CH:3]=[C:4]([CH:37]=[CH:38][C:39]=1[F:40])[CH2:5][N:6]1[CH2:15][CH2:14][C:13]2[C:8](=[C:9]([O:34]C)[C:10](=[O:33])[N:11]3[CH2:21][CH2:20][CH2:19][CH2:18][N:17]([CH2:22][CH2:23][O:24][CH2:25][C:26]4C=CC=CC=4)[C:16](=[O:32])[C:12]3=2)[C:7]1=[O:36].Br.C(O)(=[O:44])C, predict the reaction product. The product is: [Cl:1][C:2]1[CH:3]=[C:4]([CH:37]=[CH:38][C:39]=1[F:40])[CH2:5][N:6]1[CH2:15][CH2:14][C:13]2[C:8](=[C:9]([OH:34])[C:10](=[O:33])[N:11]3[CH2:21][CH2:20][CH2:19][CH2:18][N:17]([CH2:22][CH2:23][O:24][C:25](=[O:44])[CH3:26])[C:16](=[O:32])[C:12]3=2)[C:7]1=[O:36]. (2) The product is: [Cl:1][C:2]1[CH:15]=[CH:14][CH:13]=[C:12]([CH3:16])[C:3]=1[CH2:4][NH:5][C:6]1[S:7][C:8](=[CH:30][C:27]2[CH:28]=[C:29]3[C:24](=[CH:25][CH:26]=2)[N:23]=[C:22]([NH:32][CH3:33])[N:21]=[C:20]3[O:19][CH2:17][CH3:18])[C:9](=[O:11])[N:10]=1. Given the reactants [Cl:1][C:2]1[CH:15]=[CH:14][CH:13]=[C:12]([CH3:16])[C:3]=1[CH2:4][NH:5][C:6]1[S:7][CH2:8][C:9](=[O:11])[N:10]=1.[CH2:17]([O:19][C:20]1[C:29]2[C:24](=[CH:25][CH:26]=[C:27]([CH:30]=O)[CH:28]=2)[N:23]=[C:22]([NH:32][CH3:33])[N:21]=1)[CH3:18].C(O)(=O)C1C=CC=CC=1.N1CCCCC1, predict the reaction product.